This data is from Full USPTO retrosynthesis dataset with 1.9M reactions from patents (1976-2016). The task is: Predict the reactants needed to synthesize the given product. (1) Given the product [I:1][C:2]1[CH:7]=[CH:6][CH:5]=[CH:4][C:3]=1[CH2:8][C:9]([NH2:16])=[O:11], predict the reactants needed to synthesize it. The reactants are: [I:1][C:2]1[CH:7]=[CH:6][CH:5]=[CH:4][C:3]=1[CH2:8][C:9]([OH:11])=O.C(=O)([O-])[O-].[NH4+:16].[NH4+]. (2) Given the product [C:2]([O:18][CH:13]([C:12]1[N:11]([CH3:19])[N:10]=[C:9]([C:20]2[CH:21]=[CH:22][CH:23]=[CH:24][CH:25]=2)[C:8]=1[C:5]1[CH2:6][CH2:7][C:2]([CH3:26])([CH3:1])[CH2:3][CH:4]=1)[C:14]([O:16][CH3:17])=[O:15])([CH3:7])([CH3:3])[CH3:1], predict the reactants needed to synthesize it. The reactants are: [CH3:1][C:2]1([CH3:26])[CH2:7][CH2:6][C:5]([C:8]2[C:9]([C:20]3[CH:25]=[CH:24][CH:23]=[CH:22][CH:21]=3)=[N:10][N:11]([CH3:19])[C:12]=2[CH:13]([OH:18])[C:14]([O:16][CH3:17])=[O:15])=[CH:4][CH2:3]1.Cl(O)(=O)(=O)=O. (3) Given the product [Br:23][CH2:22][CH2:21][CH2:20][CH2:19][CH2:18][CH2:17][O:16][CH2:12][CH2:13][C:14]#[C:15][C:2]1[CH:3]=[C:4]([S:8]([NH2:11])(=[O:10])=[O:9])[CH:5]=[CH:6][CH:7]=1, predict the reactants needed to synthesize it. The reactants are: Br[C:2]1[CH:3]=[C:4]([S:8]([NH2:11])(=[O:10])=[O:9])[CH:5]=[CH:6][CH:7]=1.[CH2:12]([O:16][CH2:17][CH2:18][CH2:19][CH2:20][CH2:21][CH2:22][Br:23])[CH2:13][C:14]#[CH:15].C(N(CC)CC)C. (4) Given the product [S:14]1[CH:15]=[CH:16][N:17]=[C:13]1[CH2:2][C:3]1[CH:12]=[CH:11][C:6]([C:7]([O:9][CH3:10])=[O:8])=[CH:5][CH:4]=1, predict the reactants needed to synthesize it. The reactants are: O[CH:2]([C:13]1[S:14][CH:15]=[CH:16][N:17]=1)[C:3]1[CH:12]=[CH:11][C:6]([C:7]([O:9][CH3:10])=[O:8])=[CH:5][CH:4]=1.C([SiH](CC)CC)C.FC(F)(F)C(O)=O. (5) Given the product [Cl:1][C:2]1[CH:23]=[C:22]([Cl:24])[CH:21]=[CH:20][C:3]=1[CH2:4][C:6]1[N:14]2[C:9]([CH:10]=[CH:11][C:12]([C:15]([O:17][CH3:18])=[O:16])=[CH:13]2)=[CH:8][C:7]=1[CH3:19], predict the reactants needed to synthesize it. The reactants are: [Cl:1][C:2]1[CH:23]=[C:22]([Cl:24])[CH:21]=[CH:20][C:3]=1[C:4]([C:6]1[N:14]2[C:9]([CH:10]=[CH:11][C:12]([C:15]([O:17][CH3:18])=[O:16])=[CH:13]2)=[CH:8][C:7]=1[CH3:19])=O.Cl.C(=O)([O-])O.[Na+].